From a dataset of Catalyst prediction with 721,799 reactions and 888 catalyst types from USPTO. Predict which catalyst facilitates the given reaction. (1) Product: [Cl:25][CH2:24][CH2:23][CH2:22][N:11]1[CH:12]=[C:13]([C:16]2[CH:17]=[N:18][CH:19]=[CH:20][CH:21]=2)[C:14](=[O:15])[NH:9][C:10]1=[O:26]. The catalyst class is: 547. Reactant: C([N:9]1[C:14](=[O:15])[C:13]([C:16]2[CH:17]=[N:18][CH:19]=[CH:20][CH:21]=2)=[CH:12][N:11]([CH2:22][CH2:23][CH2:24][Cl:25])[C:10]1=[O:26])(=O)C1C=CC=CC=1. (2) Reactant: C([O:8][C:9]1[CH:10]=[C:11]([C:37]2[CH:42]=[CH:41][C:40]([C@@H:43]3[O:51][C@H:50]([CH2:52][OH:53])[C@@H:48]([OH:49])[C@H:46]([OH:47])[C@H:44]3[OH:45])=[CH:39][CH:38]=2)[CH:12]=[CH:13][C:14]=1[C@@H:15]1[C@@H:18]([CH2:19][CH2:20][C@@H:21]([C:23]2[CH:28]=[CH:27][C:26]([F:29])=[CH:25][CH:24]=2)[OH:22])[C:17](=[O:30])[N:16]1[C:31]1[CH:36]=[CH:35][CH:34]=[CH:33][CH:32]=1)C1C=CC=CC=1. Product: [F:29][C:26]1[CH:27]=[CH:28][C:23]([C@@H:21]([OH:22])[CH2:20][CH2:19][C@H:18]2[C:17](=[O:30])[N:16]([C:31]3[CH:32]=[CH:33][CH:34]=[CH:35][CH:36]=3)[C@@H:15]2[C:14]2[CH:13]=[CH:12][C:11]([C:37]3[CH:42]=[CH:41][C:40]([C@@H:43]4[O:51][C@H:50]([CH2:52][OH:53])[C@@H:48]([OH:49])[C@H:46]([OH:47])[C@H:44]4[OH:45])=[CH:39][CH:38]=3)=[CH:10][C:9]=2[OH:8])=[CH:24][CH:25]=1. The catalyst class is: 29. (3) Reactant: Cl[C:2]1[C:3]([NH:13][CH:14]2[CH2:22][C:21]3[C:16](=[CH:17][CH:18]=[CH:19][CH:20]=3)[CH2:15]2)=[N:4][CH:5]=[C:6]([CH:12]=1)[C:7]([O:9][CH2:10][CH3:11])=[O:8].C([O-])=O.[NH4+]. Product: [CH2:15]1[C:16]2[C:21](=[CH:20][CH:19]=[CH:18][CH:17]=2)[CH2:22][CH:14]1[NH:13][C:3]1[CH:2]=[CH:12][C:6]([C:7]([O:9][CH2:10][CH3:11])=[O:8])=[CH:5][N:4]=1. The catalyst class is: 29. (4) Reactant: [CH:1]([N:4](C(C)C)CC)(C)C.[CH3:10][N:11]1[CH2:15][CH2:14][CH2:13][C:12]1=O.[NH2:17][C:18]1[N:23]=[CH:22][C:21]([C:24]2[N:32]=[C:31]3[C:27]([N:28]=[C:29](Cl)[N:30]3[CH2:33][C:34]([F:37])([F:36])[F:35])=[C:26]([N:39]3[CH2:44][CH2:43][O:42][CH2:41][CH2:40]3)[N:25]=2)=[CH:20][N:19]=1. Product: [CH2:14]([C@H:13]1[NH:4][CH2:1][CH2:10][N:11]([C:29]2[N:30]([CH2:33][C:34]([F:35])([F:37])[F:36])[C:31]3[C:27]([N:28]=2)=[C:26]([N:39]2[CH2:40][CH2:41][O:42][CH2:43][CH2:44]2)[N:25]=[C:24]([C:21]2[CH:22]=[N:23][C:18]([NH2:17])=[N:19][CH:20]=2)[N:32]=3)[CH2:12]1)[CH3:15]. The catalyst class is: 6. (5) Reactant: C[O:2][C:3]1[CH:8]=[CH:7][C:6]([C:9]2[C:13]([C:14]3[CH:19]=[CH:18][CH:17]=[CH:16][CH:15]=3)=[C:12]([C:20]3([C:23]([N:25]4[CH2:30][CH2:29][O:28][CH2:27][CH2:26]4)=[O:24])[CH2:22][CH2:21]3)[O:11][N:10]=2)=[CH:5][CH:4]=1.[Cl-].[Al+3].[Cl-].[Cl-].C(OCC)(=O)C. Product: [OH:2][C:3]1[CH:8]=[CH:7][C:6]([C:9]2[C:13]([C:14]3[CH:15]=[CH:16][CH:17]=[CH:18][CH:19]=3)=[C:12]([C:20]3([C:23]([N:25]4[CH2:30][CH2:29][O:28][CH2:27][CH2:26]4)=[O:24])[CH2:22][CH2:21]3)[O:11][N:10]=2)=[CH:5][CH:4]=1. The catalyst class is: 11.